Dataset: Full USPTO retrosynthesis dataset with 1.9M reactions from patents (1976-2016). Task: Predict the reactants needed to synthesize the given product. (1) Given the product [Br:1][C:2]1[CH:3]=[CH:4][C:5]([CH:8]2[CH2:13][CH:12]=[CH:11][CH2:10][N:9]2[CH2:14][CH3:15])=[CH:6][CH:7]=1, predict the reactants needed to synthesize it. The reactants are: [Br:1][C:2]1[CH:7]=[CH:6][C:5]([C:8]2[CH:13]=[CH:12][CH:11]=[CH:10][N:9]=2)=[CH:4][CH:3]=1.[CH2:14](I)[CH3:15].[BH4-].[Na+]. (2) Given the product [CH:30]1([C:36]2[CH:37]=[CH:38][C:39]([CH:40]=[O:41])=[CH:42][CH:43]=2)[CH2:31][CH2:32][CH2:33][CH2:34][CH2:35]1, predict the reactants needed to synthesize it. The reactants are: C1OCCOCCOCCOCCOCCOC1.[Cr](Cl)([O-])(=O)=O.[NH+]1C=CC=CC=1.[CH:30]1([C:36]2[CH:43]=[CH:42][C:39]([CH2:40][OH:41])=[CH:38][CH:37]=2)[CH2:35][CH2:34][CH2:33][CH2:32][CH2:31]1.CCOCC. (3) Given the product [Cl:1][C:2]1[CH:3]=[C:4]([C:8]2[N:9]=[C:10]([NH:17][C:18]3[CH:19]=[CH:20][C:21]([CH2:24][CH:25]([OH:26])[C:29]([F:32])([F:31])[F:30])=[CH:22][CH:23]=3)[C:11]3[CH2:16][CH2:15][CH2:14][C:12]=3[N:13]=2)[CH:5]=[CH:6][CH:7]=1, predict the reactants needed to synthesize it. The reactants are: [Cl:1][C:2]1[CH:3]=[C:4]([C:8]2[N:9]=[C:10]([NH:17][C:18]3[CH:23]=[CH:22][C:21]([CH2:24][CH:25]=[O:26])=[CH:20][CH:19]=3)[C:11]3[CH2:16][CH2:15][CH2:14][C:12]=3[N:13]=2)[CH:5]=[CH:6][CH:7]=1.C[Si](C)(C)[C:29]([F:32])([F:31])[F:30].[F-].C([NH+](CCCC)CCCC)CCC. (4) Given the product [F:22][C:2]([F:1])([F:21])[C:3]([C:5]12[CH2:10][CH2:9][C:8]([NH:13][C:14](=[O:20])[O:15][C:16]([CH3:19])([CH3:17])[CH3:18])([CH2:11][CH2:12]1)[CH2:7][O:6]2)=[O:4], predict the reactants needed to synthesize it. The reactants are: [F:1][C:2]([F:22])([F:21])[CH:3]([C:5]12[CH2:12][CH2:11][C:8]([NH:13][C:14](=[O:20])[O:15][C:16]([CH3:19])([CH3:18])[CH3:17])([CH2:9][CH2:10]1)[CH2:7][O:6]2)[OH:4].CC(OI1(OC(C)=O)(OC(C)=O)OC(=O)C2C=CC=CC1=2)=O. (5) Given the product [Si:1]([O:18][CH2:19][C:20]1[C:21]([N:35]2[CH2:40][C@@H:39]([CH3:41])[O:38][C@H:37]([CH3:42])[CH2:36]2)=[C:22]([F:34])[C:23]2[O:27][N:26]=[C:25]([C:28]([NH:44][CH3:43])=[O:30])[C:24]=2[CH:33]=1)([C:14]([CH3:16])([CH3:15])[CH3:17])([C:2]1[CH:7]=[CH:6][CH:5]=[CH:4][CH:3]=1)[C:8]1[CH:9]=[CH:10][CH:11]=[CH:12][CH:13]=1, predict the reactants needed to synthesize it. The reactants are: [Si:1]([O:18][CH2:19][C:20]1[C:21]([N:35]2[CH2:40][C@@H:39]([CH3:41])[O:38][C@H:37]([CH3:42])[CH2:36]2)=[C:22]([F:34])[C:23]2[O:27][N:26]=[C:25]([C:28]([O:30]CC)=O)[C:24]=2[CH:33]=1)([C:14]([CH3:17])([CH3:16])[CH3:15])([C:8]1[CH:13]=[CH:12][CH:11]=[CH:10][CH:9]=1)[C:2]1[CH:7]=[CH:6][CH:5]=[CH:4][CH:3]=1.[CH3:43][NH2:44]. (6) Given the product [CH2:9]([O:10][C:1]1[CH:8]=[CH:7][C:5]([O:6][CH2:13][CH2:14][CH2:15][CH2:16][CH2:17][CH2:18][CH2:19][CH3:20])=[CH:4][CH:3]=1)[CH2:13][CH2:14][CH2:15][CH2:16][CH2:17][CH2:18][CH3:19], predict the reactants needed to synthesize it. The reactants are: [C:1]1([CH:8]=[CH:7][C:5]([OH:6])=[CH:4][CH:3]=1)O.[CH3:9][O-:10].[Na+].Br[CH2:13][CH2:14][CH2:15][CH2:16][CH2:17][CH2:18][CH2:19][CH3:20].